The task is: Regression. Given a peptide amino acid sequence and an MHC pseudo amino acid sequence, predict their binding affinity value. This is MHC class I binding data.. This data is from Peptide-MHC class I binding affinity with 185,985 pairs from IEDB/IMGT. (1) The peptide sequence is KQFYIFNTH. The MHC is HLA-B57:01 with pseudo-sequence HLA-B57:01. The binding affinity (normalized) is 0.0847. (2) The peptide sequence is SMVNGVVRL. The MHC is HLA-A02:03 with pseudo-sequence HLA-A02:03. The binding affinity (normalized) is 0.936.